Dataset: Experimentally validated miRNA-target interactions with 360,000+ pairs, plus equal number of negative samples. Task: Binary Classification. Given a miRNA mature sequence and a target amino acid sequence, predict their likelihood of interaction. (1) The miRNA is hsa-miR-1911-5p with sequence UGAGUACCGCCAUGUCUGUUGGG. The protein sequence of the target gene is MGPGGPLLSPSRGFLLCKTGWHSNRLLGDCGPHTPVSTALSFIAVGMAAPSMKERQVCWGARDEYWKCLDENLEDASQCKKLRSSFESSCPQQWIKYFDKRRDYLKFKEKFEAGQFEPSETTAKS. Result: 0 (no interaction). (2) The miRNA is hsa-miR-23c with sequence AUCACAUUGCCAGUGAUUACCC. The protein sequence of the target gene is MAAASSSDSDSGRAESNEANSKWLDAHYDPMANIHTFSSCLSLADLHGDGEYKLVVGDLGPGGQQPRLKVLKGPTVLTESPLPALPASAATFLMDQHEPRTPALALASGPCVYVYKNLRPYFKFSLPQLPPNPLEQDVWNQAKEDQIDPLTLKEMLEDIREKADVPLSVQSLRFLQLELSEMEAFVNQHKSKVIKRQTVITTMTTLKKNLADEDAASCLVLGTESKELLVLDPEAFTILAKMSLPSVPVFLEVSGQFDVEFRLTAACRNGSIYILRRDSKHPKYCIELSAQPVGLVRVHK.... Result: 0 (no interaction). (3) The miRNA is hsa-miR-3677-5p with sequence CAGUGGCCAGAGCCCUGCAGUG. The protein sequence of the target gene is MQRLIPIAFSSSVKGFVRRHYLLLERGNNPETSLSRSFSGASHHHHYRERLRNELHCIKFDDAFSLFCEMLQSRPIPSIVDFTRVLTVIAKMNKFDIVIYLYHKMENLGISHDLYSFTILIHCFCRCSRLSLALALLGKMMKLGFRPSIVTLGSLLNGFCQGNRFQEAVSLVDSMDGFGFVPNVVIYNTVINGLCKNRDLNNALEVFYCMEKKGIRADAVTYNTLISGLSNSGRWTDAARLLRDMVKRKIDPNVIFFTALIDTFVKEGNLLEARNLYKEMIRRSVVPNVFTYNSLINGFC.... Result: 0 (no interaction). (4) The miRNA is mmu-miR-206-3p with sequence UGGAAUGUAAGGAAGUGUGUGG. The protein sequence of the target gene is MVQQTNNAENTEALLAGESSDSGAGLELGIASSPTPGSTASTGGKADDPSWCKTPSGHIKRPMNAFMVWSQIERRKIMEQSPDMHNAEISKRLGKRWKLLKDSDKIPFIQEAERLRLKHMADYPDYKYRPRKKVKSGNAGAGSAATAKPGEKGDKVAGSSGHAGSSHAGGGAGGSSKPAPKKSCGPKVAGSSVGKPHAKLVPAGGSKAAASFSPEQAALLPLGEPTAVYKVRTPSAATPAASSSPSSALATPAKHPADKKVKRVYLFGSLGASASPVGGLGASADPSDPLGLYEDGGPGC.... Result: 0 (no interaction). (5) The miRNA is mmu-miR-466l-5p with sequence UUGUGUGUACAUGUACAUGUAU. The protein sequence of the target gene is MYEGKHIHFSEVDNKPLCSYSPKLCKQRRLNGYAFCIRHVLEDKTAPFKQCEYVAKYNSQRCTNPIPKSEDRRYCNSHLQVLGFIPKKERKKKTDPVDEVKARHQMDAMAFSLTVPTLALKMPNGLDSMSLSPPGARVPLHYLDTELEDPFAFNEEDDDLKKGVTVRKKLQSKLAQNRQRQRETEILKVRQEHFSTPPTPPQQHTHLSPLSTSLKPPAPPQGSVCKSPQPQNTSLPMQGVAPTTHSIAQIRQASHKRPLPLLPSSRAPISDAPRTDRILMKAAAFSPHLSCISRLQRLVK.... Result: 0 (no interaction).